This data is from Peptide-MHC class II binding affinity with 134,281 pairs from IEDB. The task is: Regression. Given a peptide amino acid sequence and an MHC pseudo amino acid sequence, predict their binding affinity value. This is MHC class II binding data. (1) The peptide sequence is ISSMVEAMVSRARID. The MHC is DRB1_0301 with pseudo-sequence DRB1_0301. The binding affinity (normalized) is 0.227. (2) The peptide sequence is INEPTAAAIANGLDR. The MHC is HLA-DQA10501-DQB10301 with pseudo-sequence HLA-DQA10501-DQB10301. The binding affinity (normalized) is 0.603. (3) The peptide sequence is GPLQIVDKIDAAFKI. The MHC is DRB1_0701 with pseudo-sequence DRB1_0701. The binding affinity (normalized) is 0.750.